This data is from Forward reaction prediction with 1.9M reactions from USPTO patents (1976-2016). The task is: Predict the product of the given reaction. (1) Given the reactants Br[C:2]1[C:3]2[N:4]([N:9]=[C:10]([NH2:12])[N:11]=2)[CH:5]=[C:6]([CH3:8])[CH:7]=1.[F:13][C:14]1[CH:19]=[CH:18][C:17](B(O)O)=[C:16]([O:23][CH3:24])[CH:15]=1, predict the reaction product. The product is: [F:13][C:14]1[CH:19]=[CH:18][C:17]([C:2]2[C:3]3[N:4]([N:9]=[C:10]([NH2:12])[N:11]=3)[CH:5]=[C:6]([CH3:8])[CH:7]=2)=[C:16]([O:23][CH3:24])[CH:15]=1. (2) Given the reactants [CH3:1][O:2][C:3]1[CH:4]=[C:5]2[C:31](=[CH:32][C:33]=1[O:34][CH3:35])[CH:9]1[O:10][CH2:11][C:12]([C:25]3[CH:30]=[CH:29][CH:28]=[CH:27][CH:26]=3)([C:14]3[CH:19]=[CH:18][C:17]([N:20]4[CH2:24][CH2:23][CH2:22][CH2:21]4)=[CH:16][CH:15]=3)[CH:13]=[C:8]1[CH:7]=[C:6]2[C:36]1[CH:41]=[CH:40][C:39]([C:42]2[CH:47]=[CH:46][C:45]([OH:48])=[CH:44][CH:43]=2)=[CH:38][CH:37]=1.[F:49][C:50]1[CH:58]=[C:57]([F:59])[CH:56]=[CH:55][C:51]=1[C:52](O)=[O:53].C1(N=C=NC2CCCCC2)CCCCC1, predict the reaction product. The product is: [CH3:1][O:2][C:3]1[CH:4]=[C:5]2[C:31](=[CH:32][C:33]=1[O:34][CH3:35])[CH:9]1[O:10][CH2:11][C:12]([C:25]3[CH:30]=[CH:29][CH:28]=[CH:27][CH:26]=3)([C:14]3[CH:15]=[CH:16][C:17]([N:20]4[CH2:24][CH2:23][CH2:22][CH2:21]4)=[CH:18][CH:19]=3)[CH:13]=[C:8]1[CH:7]=[C:6]2[C:36]1[CH:37]=[CH:38][C:39]([C:42]2[CH:47]=[CH:46][C:45]([O:48][C:52](=[O:53])[C:51]3[CH:55]=[CH:56][C:57]([F:59])=[CH:58][C:50]=3[F:49])=[CH:44][CH:43]=2)=[CH:40][CH:41]=1.